Dataset: NCI-60 drug combinations with 297,098 pairs across 59 cell lines. Task: Regression. Given two drug SMILES strings and cell line genomic features, predict the synergy score measuring deviation from expected non-interaction effect. (1) Drug 1: CC12CCC3C(C1CCC2=O)CC(=C)C4=CC(=O)C=CC34C. Drug 2: CC1=C(C=C(C=C1)NC(=O)C2=CC=C(C=C2)CN3CCN(CC3)C)NC4=NC=CC(=N4)C5=CN=CC=C5. Cell line: HCC-2998. Synergy scores: CSS=31.4, Synergy_ZIP=2.61, Synergy_Bliss=-0.520, Synergy_Loewe=-2.78, Synergy_HSA=-3.62. (2) Cell line: CCRF-CEM. Synergy scores: CSS=79.3, Synergy_ZIP=-1.17, Synergy_Bliss=-1.08, Synergy_Loewe=3.44, Synergy_HSA=4.62. Drug 1: CCCCC(=O)OCC(=O)C1(CC(C2=C(C1)C(=C3C(=C2O)C(=O)C4=C(C3=O)C=CC=C4OC)O)OC5CC(C(C(O5)C)O)NC(=O)C(F)(F)F)O. Drug 2: C1C(C(OC1N2C=NC(=NC2=O)N)CO)O. (3) Drug 1: CC1=C(C(CCC1)(C)C)C=CC(=CC=CC(=CC(=O)O)C)C. Drug 2: N.N.Cl[Pt+2]Cl. Cell line: OVCAR-8. Synergy scores: CSS=19.4, Synergy_ZIP=-8.77, Synergy_Bliss=-1.24, Synergy_Loewe=-10.9, Synergy_HSA=-1.47. (4) Drug 1: C1=CN(C(=O)N=C1N)C2C(C(C(O2)CO)O)(F)F. Drug 2: CCC1=C2N=C(C=C(N2N=C1)NCC3=C[N+](=CC=C3)[O-])N4CCCCC4CCO. Cell line: UACC62. Synergy scores: CSS=58.6, Synergy_ZIP=-0.784, Synergy_Bliss=-0.779, Synergy_Loewe=-4.71, Synergy_HSA=2.59. (5) Drug 1: C1=NNC2=C1C(=O)NC=N2. Drug 2: CC(C)CN1C=NC2=C1C3=CC=CC=C3N=C2N. Cell line: HOP-62. Synergy scores: CSS=-1.56, Synergy_ZIP=0.886, Synergy_Bliss=-0.876, Synergy_Loewe=-4.12, Synergy_HSA=-4.20. (6) Drug 2: CC(C1=C(C=CC(=C1Cl)F)Cl)OC2=C(N=CC(=C2)C3=CN(N=C3)C4CCNCC4)N. Synergy scores: CSS=4.56, Synergy_ZIP=-6.56, Synergy_Bliss=-6.21, Synergy_Loewe=-20.1, Synergy_HSA=-10.7. Drug 1: COC1=CC(=CC(=C1O)OC)C2C3C(COC3=O)C(C4=CC5=C(C=C24)OCO5)OC6C(C(C7C(O6)COC(O7)C8=CC=CS8)O)O. Cell line: HS 578T. (7) Drug 1: C1=CC(=C2C(=C1NCCNCCO)C(=O)C3=C(C=CC(=C3C2=O)O)O)NCCNCCO. Drug 2: CC(C)CN1C=NC2=C1C3=CC=CC=C3N=C2N. Cell line: MALME-3M. Synergy scores: CSS=27.8, Synergy_ZIP=6.63, Synergy_Bliss=6.51, Synergy_Loewe=-13.8, Synergy_HSA=4.97. (8) Drug 1: CC1=C(C=C(C=C1)NC(=O)C2=CC=C(C=C2)CN3CCN(CC3)C)NC4=NC=CC(=N4)C5=CN=CC=C5. Drug 2: C1CN(P(=O)(OC1)NCCCl)CCCl. Cell line: K-562. Synergy scores: CSS=52.1, Synergy_ZIP=0.267, Synergy_Bliss=-0.758, Synergy_Loewe=-44.9, Synergy_HSA=-1.32. (9) Drug 1: CN1CCC(CC1)COC2=C(C=C3C(=C2)N=CN=C3NC4=C(C=C(C=C4)Br)F)OC. Drug 2: C1CN(CCN1C(=O)CCBr)C(=O)CCBr. Cell line: HCC-2998. Synergy scores: CSS=17.3, Synergy_ZIP=-1.80, Synergy_Bliss=2.01, Synergy_Loewe=2.59, Synergy_HSA=3.24.